Dataset: Reaction yield outcomes from USPTO patents with 853,638 reactions. Task: Predict the reaction yield, written as a fraction of the theoretical maximum amount of product (1.0 means a 100% yield; for example, 0.34 means a 34% yield). (1) The reactants are [CH2:1]([O:8][C:9]([N:11]1[CH2:15][CH2:14][CH2:13][CH:12]1OC)=[O:10])[C:2]1[CH:7]=[CH:6][CH:5]=[CH:4][CH:3]=1.C[Si](OS(C(F)(F)F)(=O)=O)(C)C. The catalyst is ClCCl. The product is [CH2:1]([O:8][C:9]([N:11]1[CH:12]=[CH:13][CH2:14][CH2:15]1)=[O:10])[C:2]1[CH:3]=[CH:4][CH:5]=[CH:6][CH:7]=1. The yield is 0.750. (2) The reactants are [Cl:1][C:2]1[CH:7]=[CH:6][N:5]([C:8]([O:10][C:11]2[CH:16]=CC=C[CH:12]=2)=[O:9])[CH:4]([CH:17]2[CH2:21][CH2:20][CH2:19][CH2:18]2)[CH:3]=1.[CH3:22]C(C)([O-])C.[K+].CCOC(C)=O. The catalyst is C1COCC1. The product is [C:11]([O:10][C:8]([N:5]1[CH:6]=[CH:7][C:2]([Cl:1])=[CH:3][CH:4]1[CH:17]1[CH2:18][CH2:19][CH2:20][CH2:21]1)=[O:9])([CH3:12])([CH3:16])[CH3:22]. The yield is 0.757. (3) The reactants are F[C:2]1[CH:9]=[CH:8][C:7]([C:10]2[CH:11]=[N:12][C:13]([NH:16][CH2:17][C:18]([C:21]3[CH:26]=[CH:25][C:24]([F:27])=[CH:23][CH:22]=3)([CH3:20])[CH3:19])=[N:14][CH:15]=2)=[CH:6][C:3]=1[C:4]#[N:5].[NH2:28][NH2:29]. The catalyst is C(O)CC. The product is [F:27][C:24]1[CH:23]=[CH:22][C:21]([C:18]([CH3:20])([CH3:19])[CH2:17][NH:16][C:13]2[N:12]=[CH:11][C:10]([C:7]3[CH:6]=[C:3]4[C:2](=[CH:9][CH:8]=3)[NH:29][N:28]=[C:4]4[NH2:5])=[CH:15][N:14]=2)=[CH:26][CH:25]=1. The yield is 0.420. (4) The reactants are [Si:1]([O:8][C:9]1[CH:10]=[C:11]([SH:15])[CH:12]=[CH:13][CH:14]=1)([C:4]([CH3:7])([CH3:6])[CH3:5])([CH3:3])[CH3:2].[H-].[Na+].[Cl:18][C:19]1[CH:24]=[C:23]([N+]([O-])=O)[CH:22]=[CH:21][N:20]=1. No catalyst specified. The product is [Si:1]([O:8][C:9]1[CH:10]=[C:11]([S:15][C:23]2[CH:22]=[CH:21][N:20]=[C:19]([Cl:18])[CH:24]=2)[CH:12]=[CH:13][CH:14]=1)([C:4]([CH3:7])([CH3:6])[CH3:5])([CH3:3])[CH3:2]. The yield is 0.640. (5) The reactants are C(OC([N:8]1[CH2:13][CH2:12][CH:11]([CH2:14][C:15]2[CH:20]=[CH:19][C:18]([O:21][CH2:22][C:23]3[CH:28]=[CH:27][C:26]([C:29]([F:32])([F:31])[F:30])=[CH:25][CH:24]=3)=[CH:17][CH:16]=2)[CH2:10][CH2:9]1)=O)(C)(C)C.FC(F)(F)C(O)=O. The catalyst is ClCCl. The product is [F:32][C:29]([F:30])([F:31])[C:26]1[CH:25]=[CH:24][C:23]([CH2:22][O:21][C:18]2[CH:19]=[CH:20][C:15]([CH2:14][CH:11]3[CH2:12][CH2:13][NH:8][CH2:9][CH2:10]3)=[CH:16][CH:17]=2)=[CH:28][CH:27]=1. The yield is 1.00.